Binary Classification. Given a drug SMILES string, predict its activity (active/inactive) in a high-throughput screening assay against a specified biological target. From a dataset of Orexin1 receptor HTS with 218,158 compounds and 233 confirmed actives. The compound is S(c1ncnc2n(ncc12)c1c(cc(cc1)C)C)C. The result is 0 (inactive).